This data is from Peptide-MHC class I binding affinity with 185,985 pairs from IEDB/IMGT. The task is: Regression. Given a peptide amino acid sequence and an MHC pseudo amino acid sequence, predict their binding affinity value. This is MHC class I binding data. (1) The MHC is HLA-B39:01 with pseudo-sequence HLA-B39:01. The binding affinity (normalized) is 0.0847. The peptide sequence is AEMRAYHGF. (2) The binding affinity (normalized) is 0.667. The MHC is HLA-A02:01 with pseudo-sequence HLA-A02:01. The peptide sequence is LLKLWIDKV. (3) The peptide sequence is MYTNVDQDL. The MHC is Patr-A0701 with pseudo-sequence Patr-A0701. The binding affinity (normalized) is 0.361. (4) The peptide sequence is RLQQELDDLL. The MHC is HLA-A68:02 with pseudo-sequence HLA-A68:02. The binding affinity (normalized) is 0.0993. (5) The peptide sequence is TSAPDTRPA. The MHC is HLA-A30:02 with pseudo-sequence HLA-A30:02. The binding affinity (normalized) is 0. (6) The peptide sequence is VPVWKEATTT. The MHC is HLA-A03:01 with pseudo-sequence HLA-A03:01. The binding affinity (normalized) is 0.